From a dataset of Catalyst prediction with 721,799 reactions and 888 catalyst types from USPTO. Predict which catalyst facilitates the given reaction. (1) Reactant: [C:1]([C:3]1([NH:6][C:7]([C@@H:9]2[CH2:13][C@@H:12]([S:14][C:15]3[CH:20]=[CH:19][CH:18]=[CH:17][C:16]=3[O:21][CH3:22])[CH2:11][N:10]2C(OC(C)(C)C)=O)=[O:8])[CH2:5][CH2:4]1)#[N:2]. Product: [C:1]([C:3]1([NH:6][C:7]([C@@H:9]2[CH2:13][C@@H:12]([S:14][C:15]3[CH:20]=[CH:19][CH:18]=[CH:17][C:16]=3[O:21][CH3:22])[CH2:11][NH:10]2)=[O:8])[CH2:5][CH2:4]1)#[N:2]. The catalyst class is: 106. (2) Reactant: [CH3:1][O:2][C:3]1[CH:8]=[C:7]([CH2:9][CH2:10][CH2:11][N:12]2[CH2:17][CH2:16][NH:15][CH2:14][CH2:13]2)[CH:6]=[CH:5][C:4]=1[C:18]1[CH:23]=[CH:22][C:21]([C:24]([NH:26][S:27]([C:30]2[CH:35]=[CH:34][C:33]([NH:36][CH2:37][CH2:38][S:39][C:40]3[CH:45]=[CH:44][CH:43]=[CH:42][CH:41]=3)=[C:32]([N+:46]([O-:48])=[O:47])[CH:31]=2)(=[O:29])=[O:28])=[O:25])=[CH:20][CH:19]=1.C(N(CC)CC)C.[CH3:56][N:57]([CH3:61])[C:58](Cl)=[O:59]. Product: [CH3:1][O:2][C:3]1[CH:8]=[C:7]([CH2:9][CH2:10][CH2:11][N:12]2[CH2:13][CH2:14][N:15]([C:58]([N:57]([CH3:61])[CH3:56])=[O:59])[CH2:16][CH2:17]2)[CH:6]=[CH:5][C:4]=1[C:18]1[CH:19]=[CH:20][C:21]([C:24]([NH:26][S:27]([C:30]2[CH:35]=[CH:34][C:33]([NH:36][CH2:37][CH2:38][S:39][C:40]3[CH:41]=[CH:42][CH:43]=[CH:44][CH:45]=3)=[C:32]([N+:46]([O-:48])=[O:47])[CH:31]=2)(=[O:28])=[O:29])=[O:25])=[CH:22][CH:23]=1. The catalyst class is: 1. (3) Reactant: [C:1]([N:4]1[CH2:8][CH2:7][C@H:6]([O:9][C:10]2[CH:15]=[C:14]([CH3:16])[C:13]([C:17]3[CH:22]=[CH:21][CH:20]=[C:19]([CH2:23][O:24][C:25]4[CH:38]=[CH:37][C:28]5[C@H:29]([CH2:32][C:33]([O:35]C)=[O:34])[CH2:30][O:31][C:27]=5[CH:26]=4)[CH:18]=3)=[C:12]([CH3:39])[CH:11]=2)[CH2:5]1)(=[O:3])[CH3:2].[OH-].[Li+]. Product: [C:1]([N:4]1[CH2:8][CH2:7][C@H:6]([O:9][C:10]2[CH:11]=[C:12]([CH3:39])[C:13]([C:17]3[CH:22]=[CH:21][CH:20]=[C:19]([CH2:23][O:24][C:25]4[CH:38]=[CH:37][C:28]5[C@H:29]([CH2:32][C:33]([OH:35])=[O:34])[CH2:30][O:31][C:27]=5[CH:26]=4)[CH:18]=3)=[C:14]([CH3:16])[CH:15]=2)[CH2:5]1)(=[O:3])[CH3:2]. The catalyst class is: 83. (4) Reactant: Cl[C:2]1[N:6]([CH3:7])[N:5]=[CH:4][C:3]=1[N+:8]([O-:10])=[O:9].[N:11]1([C:18]([O:20][C:21]([CH3:24])([CH3:23])[CH3:22])=[O:19])[CH2:17][CH2:16][CH2:15][NH:14][CH2:13][CH2:12]1.C(N(C(C)C)CC)(C)C. Product: [CH3:7][N:6]1[C:2]([N:14]2[CH2:15][CH2:16][CH2:17][N:11]([C:18]([O:20][C:21]([CH3:24])([CH3:23])[CH3:22])=[O:19])[CH2:12][CH2:13]2)=[C:3]([N+:8]([O-:10])=[O:9])[CH:4]=[N:5]1. The catalyst class is: 8. (5) The catalyst class is: 11. Product: [ClH:25].[Br:24][C:16]1[C:17]([N:19]([CH3:23])[CH:20]([CH3:21])[CH3:22])=[N:18][C:12]2[O:11][CH2:10][CH2:9][NH:8][CH2:14][C:13]=2[N:15]=1. Reactant: C([N:8]1[CH2:14][C:13]2[N:15]=[C:16]([Br:24])[C:17]([N:19]([CH3:23])[CH:20]([CH3:22])[CH3:21])=[N:18][C:12]=2[O:11][CH2:10][CH2:9]1)C1C=CC=CC=1.[Cl:25]C(OC(Cl)C)=O. (6) Reactant: [Cl:1][C:2]1[CH:12]=[CH:11][CH:10]=[C:9]([Si:13]([CH3:16])([CH3:15])[CH3:14])[C:3]=1[C:4](NCC)=[O:5].[C:17](=[O:28])([O:23][C:24]([CH3:27])([CH3:26])[CH3:25])OC(C)(C)C.[C:29](#[N:31])[CH3:30]. Product: [Cl:1][C:2]1[CH:12]=[CH:11][CH:10]=[C:9]([Si:13]([CH3:14])([CH3:15])[CH3:16])[C:3]=1[C:4]([CH2:30][CH2:29][NH:31][C:17](=[O:28])[O:23][C:24]([CH3:25])([CH3:26])[CH3:27])=[O:5]. The catalyst class is: 277. (7) Reactant: [CH3:1][C:2]([Si:5]([CH3:43])([CH3:42])[O:6][CH2:7][C@@:8]1([C:38]([NH:40][CH3:41])=[O:39])[CH2:12][CH2:11][C@H:10]([C:13]2[CH:18]=[CH:17][C:16]([O:19][CH2:20][C:21]3[CH:26]=[CH:25][CH:24]=[CH:23][C:22]=3[F:27])=[CH:15][CH:14]=2)[N:9]1C(OCC1C=CC=CC=1)=O)([CH3:4])[CH3:3]. Product: [CH3:4][C:2]([Si:5]([CH3:42])([CH3:43])[O:6][CH2:7][C@@:8]1([C:38]([NH:40][CH3:41])=[O:39])[CH2:12][CH2:11][C@H:10]([C:13]2[CH:18]=[CH:17][C:16]([O:19][CH2:20][C:21]3[CH:26]=[CH:25][CH:24]=[CH:23][C:22]=3[F:27])=[CH:15][CH:14]=2)[NH:9]1)([CH3:1])[CH3:3]. The catalyst class is: 19.